This data is from Peptide-MHC class II binding affinity with 134,281 pairs from IEDB. The task is: Regression. Given a peptide amino acid sequence and an MHC pseudo amino acid sequence, predict their binding affinity value. This is MHC class II binding data. (1) The peptide sequence is NIRYLVMAIVSDFSS. The MHC is DRB1_0404 with pseudo-sequence DRB1_0404. The binding affinity (normalized) is 0.693. (2) The peptide sequence is DLLIEALSAMMLDRL. The MHC is H-2-IAb with pseudo-sequence H-2-IAb. The binding affinity (normalized) is 0.110.